Task: Predict the reactants needed to synthesize the given product.. Dataset: Full USPTO retrosynthesis dataset with 1.9M reactions from patents (1976-2016) (1) The reactants are: F[B-](F)(F)F.N1(OC(N(C)C)=[N+](C)C)C2C=CC=CC=2N=N1.[Cl:23][C:24]1[CH:28]=[N:27][N:26]([CH3:29])[C:25]=1[C:30]([OH:32])=O.[N:33]1([C:39]2[N:44]3[CH:45]=[C:46]([C:48]4[CH:53]=[CH:52][CH:51]=[CH:50][CH:49]=4)[N:47]=[C:43]3[CH:42]=[C:41]([NH2:54])[N:40]=2)[CH2:38][CH2:37][O:36][CH2:35][CH2:34]1. Given the product [N:33]1([C:39]2[N:44]3[CH:45]=[C:46]([C:48]4[CH:53]=[CH:52][CH:51]=[CH:50][CH:49]=4)[N:47]=[C:43]3[CH:42]=[C:41]([NH:54][C:30]([C:25]3[N:26]([CH3:29])[N:27]=[CH:28][C:24]=3[Cl:23])=[O:32])[N:40]=2)[CH2:38][CH2:37][O:36][CH2:35][CH2:34]1, predict the reactants needed to synthesize it. (2) Given the product [ClH:18].[N:20]1[CH:19]=[CH:24][C:23]([N:13]2[C:12]3[CH:14]=[CH:15][CH:16]=[CH:17][C:11]=3[N:10]=[C:9]2/[CH:1]=[CH:2]/[C:3]2[CH:4]=[CH:5][CH:6]=[CH:7][CH:8]=2)=[N:22][CH:21]=1, predict the reactants needed to synthesize it. The reactants are: [CH:1]([C:9]1[NH:13][C:12]2[CH:14]=[CH:15][CH:16]=[CH:17][C:11]=2[N:10]=1)=[CH:2][C:3]1[CH:8]=[CH:7][CH:6]=[CH:5][CH:4]=1.[Cl:18][C:19]1[CH:24]=[CH:23][N:22]=[CH:21][N:20]=1.N1C=CC=CC=1N1C2C=CC=CC=2N=C1/C=C/C1C=CC=CC=1.Cl. (3) Given the product [F:12][C:11]([F:13])([CH2:10][C:6]([F:9])([F:8])[F:7])[C:14]([OH:2])=[O:15], predict the reactants needed to synthesize it. The reactants are: I(O)(=O)(=O)=[O:2].[C:6]([CH2:10][C:11]([CH2:14][OH:15])([F:13])[F:12])([F:9])([F:8])[F:7]. (4) Given the product [C:16]([O:15][C:13]([N:4]1[CH2:5][CH2:6][C@@H:7]([N:37]2[CH:36]=[C:35]([C:34]3[C:25]([O:24][CH:20]4[CH2:21][CH2:22][CH2:23]4)=[C:26]4[C:31](=[CH:32][CH:33]=3)[N:30]([C:40]([O:42][CH3:43])=[O:41])[C@@H:29]([CH3:44])[CH2:28][CH2:27]4)[CH:39]=[N:38]2)[C@@H:2]([F:1])[CH2:3]1)=[O:14])([CH3:19])([CH3:18])[CH3:17], predict the reactants needed to synthesize it. The reactants are: [F:1][C@@H:2]1[C@@H:7](OS(C)(=O)=O)[CH2:6][CH2:5][N:4]([C:13]([O:15][C:16]([CH3:19])([CH3:18])[CH3:17])=[O:14])[CH2:3]1.[CH:20]1([O:24][C:25]2[C:34]([C:35]3[CH:36]=[N:37][NH:38][CH:39]=3)=[CH:33][CH:32]=[C:31]3[C:26]=2[CH2:27][CH2:28][C@H:29]([CH3:44])[N:30]3[C:40]([O:42][CH3:43])=[O:41])[CH2:23][CH2:22][CH2:21]1.C(=O)([O-])[O-].[Cs+].[Cs+]. (5) Given the product [CH3:3][C:4]1([C:9]2[N:10]=[C:11]([CH2:15][N:16]3[CH:20]=[CH:19][C:18]([NH2:21])=[N:17]3)[CH:12]=[CH:13][CH:14]=2)[O:8][CH2:7][CH2:6][O:5]1, predict the reactants needed to synthesize it. The reactants are: N#N.[CH3:3][C:4]1([C:9]2[CH:14]=[CH:13][CH:12]=[C:11]([CH2:15][N:16]3[CH:20]=[CH:19][C:18]([N+:21]([O-])=O)=[N:17]3)[N:10]=2)[O:8][CH2:7][CH2:6][O:5]1.[NH4+].[Cl-]. (6) Given the product [CH3:1][O:3][C:4](=[O:42])[CH2:5][O:6][C:7]1[CH:12]=[CH:11][C:10]([S:13][CH2:14][CH:15]=[C:16]([C:17]2[CH:18]=[CH:19][C:20]([C:23]#[CH:24])=[CH:21][CH:22]=2)[C:29]2[CH:34]=[CH:33][C:32]([C:35]#[CH:36])=[CH:31][CH:30]=2)=[CH:9][C:8]=1[CH3:41], predict the reactants needed to synthesize it. The reactants are: [CH2:1]([O:3][C:4](=[O:42])[CH2:5][O:6][C:7]1[CH:12]=[CH:11][C:10]([S:13][CH2:14][CH:15]=[C:16]([C:29]2[CH:34]=[CH:33][C:32]([C:35]#[C:36][Si](C)(C)C)=[CH:31][CH:30]=2)[C:17]2[CH:22]=[CH:21][C:20]([C:23]#[C:24][Si](C)(C)C)=[CH:19][CH:18]=2)=[CH:9][C:8]=1[CH3:41])C.C(=O)([O-])[O-].[K+].[K+]. (7) Given the product [Cl-:21].[OH:4][CH2:5][CH2:6][N+:7]1([CH3:24])[CH2:12][CH2:11][N:10]([C:13](=[O:23])[NH:14][C:15]2[CH:20]=[C:19]([Cl:21])[CH:18]=[C:17]([Cl:22])[CH:16]=2)[CH2:9][CH2:8]1, predict the reactants needed to synthesize it. The reactants are: [OH-].[Na+].[I-].[OH:4][CH2:5][CH2:6][N+:7]1([CH3:24])[CH2:12][CH2:11][N:10]([C:13](=[O:23])[NH:14][C:15]2[CH:20]=[C:19]([Cl:21])[CH:18]=[C:17]([Cl:22])[CH:16]=2)[CH2:9][CH2:8]1.CO. (8) The reactants are: [OH:1][C@H:2]([C:19]1[CH:24]=[CH:23][CH:22]=[CH:21][CH:20]=1)[CH2:3][NH:4][C:5]([C@@H:7]([CH2:16][CH:17]=[CH2:18])[CH2:8][C:9]([O:11][C:12]([CH3:15])([CH3:14])[CH3:13])=[O:10])=[O:6].[CH3:25][C@H:26]([CH2:30][CH:31]=[CH2:32])[C:27](O)=[O:28]. Given the product [CH3:25][C@H:26]([CH2:30][CH:31]=[CH2:32])[C:27]([O:1][C@H:2]([C:19]1[CH:20]=[CH:21][CH:22]=[CH:23][CH:24]=1)[CH2:3][NH:4][C:5]([C@@H:7]([CH2:16][CH:17]=[CH2:18])[CH2:8][C:9]([O:11][C:12]([CH3:15])([CH3:14])[CH3:13])=[O:10])=[O:6])=[O:28], predict the reactants needed to synthesize it. (9) Given the product [ClH:12].[Cl:12][C:11]1[CH:7]=[C:3]([C:4]([NH2:6])=[O:5])[C:1](=[NH:2])[N:24]([C@@H:22]([C:19]2[CH:20]=[CH:21][C:16]([F:15])=[CH:17][CH:18]=2)[CH3:23])[CH:10]=1, predict the reactants needed to synthesize it. The reactants are: [C:1]([CH:3]([CH:7]1[C:11]([Cl:12])=[C:10](Cl)C(=O)O1)[C:4]([NH2:6])=[O:5])#[N:2].[F:15][C:16]1[CH:21]=[CH:20][C:19]([C@H:22]([NH2:24])[CH3:23])=[CH:18][CH:17]=1.C(=O)([O-])[O-].[K+].[K+]. (10) Given the product [F:10][C:9]1[C:4]([F:3])=[CH:5][C:6]([CH3:14])=[CH:7][C:8]=1[OH:11], predict the reactants needed to synthesize it. The reactants are: OO.[F:3][C:4]1[C:9]([F:10])=[C:8]([O:11]CC)[CH:7]=[C:6]([CH3:14])[C:5]=1OB(O)O.S([O-])(O)=O.[Na+].